From a dataset of Reaction yield outcomes from USPTO patents with 853,638 reactions. Predict the reaction yield, written as a fraction of the theoretical maximum amount of product (1.0 means a 100% yield; for example, 0.34 means a 34% yield). (1) The reactants are [Cl:1][C:2]1[CH:7]=[CH:6][C:5]([OH:8])=[C:4](I)[CH:3]=1.[CH3:10][O:11][C:12]1[CH:17]=[CH:16][C:15]([C:18]#[CH:19])=[CH:14][CH:13]=1.O. The catalyst is CN(C=O)C.C(NCC)C. The product is [Cl:1][C:2]1[CH:7]=[CH:6][C:5]2[O:8][C:18]([C:15]3[CH:16]=[CH:17][C:12]([O:11][CH3:10])=[CH:13][CH:14]=3)=[CH:19][C:4]=2[CH:3]=1. The yield is 0.500. (2) The catalyst is C(OCC)(=O)C. The yield is 0.470. The product is [Br:21][C:5]1[CH:6]=[C:7]([CH3:8])[C:2]([F:1])=[CH:3][C:4]=1[O:10][CH3:11]. The reactants are [F:1][C:2]1[C:7]([CH3:8])=[CH:6][C:5](N)=[C:4]([O:10][CH3:11])[CH:3]=1.N([O-])=O.[Na+].S(=O)(=O)(O)O.[BrH:21]. (3) The reactants are [Cl:1][C:2]1[CH:7]=[CH:6][CH:5]=[CH:4][C:3]=1[C:8]1[C:9]([OH:15])=[CH:10][CH:11]=[CH:12][C:13]=1[Cl:14].[H-].[Na+].[CH2:18](Br)[CH:19]=[CH2:20]. The catalyst is CN(C=O)C. The product is [CH2:20]([O:15][C:9]1[CH:10]=[CH:11][CH:12]=[C:13]([Cl:14])[C:8]=1[C:3]1[CH:4]=[CH:5][CH:6]=[CH:7][C:2]=1[Cl:1])[CH:19]=[CH2:18]. The yield is 1.00. (4) The reactants are [F:1][CH:2]([F:32])[C:3]1[N:7]([C:8]2[N:13]=[C:12]([N:14]3[CH2:19][CH2:18][O:17][CH2:16][CH2:15]3)[N:11]=[C:10]([N:20]3[CH2:25][CH2:24][NH:23][CH2:22][CH2:21]3)[N:9]=2)[C:6]2[CH:26]=[CH:27][CH:28]=[C:29]([O:30][CH3:31])[C:5]=2[N:4]=1.[Cl:33][CH:34]([Cl:38])[C:35](Cl)=[O:36]. The catalyst is C(Cl)Cl. The product is [Cl:33][CH:34]([Cl:38])[C:35]([N:23]1[CH2:24][CH2:25][N:20]([C:10]2[N:11]=[C:12]([N:14]3[CH2:15][CH2:16][O:17][CH2:18][CH2:19]3)[N:13]=[C:8]([N:7]3[C:6]4[CH:26]=[CH:27][CH:28]=[C:29]([O:30][CH3:31])[C:5]=4[N:4]=[C:3]3[CH:2]([F:1])[F:32])[N:9]=2)[CH2:21][CH2:22]1)=[O:36]. The yield is 0.970.